This data is from Forward reaction prediction with 1.9M reactions from USPTO patents (1976-2016). The task is: Predict the product of the given reaction. (1) Given the reactants [CH3:1][O:2][C:3]1[CH:8]=[CH:7][C:6]([C:9]2[S:13][C:12]([C:14](O)=[O:15])=[C:11]([NH:17][C:18]([NH:20][C:21]3[C:26]([CH3:27])=[CH:25][C:24]([CH3:28])=[CH:23][C:22]=3[CH3:29])=[O:19])[CH:10]=2)=[CH:5][CH:4]=1.CN(C(ON1N=NC2C=CC=NC1=2)=[N+](C)C)C.F[P-](F)(F)(F)(F)F.CCN(C(C)C)C(C)C.[NH:63]1[CH2:74][CH2:73][CH2:72][C@H:64]1[C:65]([O:67][C:68]([CH3:71])([CH3:70])[CH3:69])=[O:66], predict the reaction product. The product is: [CH3:1][O:2][C:3]1[CH:8]=[CH:7][C:6]([C:9]2[S:13][C:12]([C:14]([N:63]3[CH2:74][CH2:73][CH2:72][C@H:64]3[C:65]([O:67][C:68]([CH3:70])([CH3:71])[CH3:69])=[O:66])=[O:15])=[C:11]([NH:17][C:18]([NH:20][C:21]3[C:26]([CH3:27])=[CH:25][C:24]([CH3:28])=[CH:23][C:22]=3[CH3:29])=[O:19])[CH:10]=2)=[CH:5][CH:4]=1. (2) Given the reactants I[C:2]1[CH:7]=[CH:6][N:5]=[CH:4][C:3]=1[NH:8][C:9](=[O:15])[O:10][C:11]([CH3:14])([CH3:13])[CH3:12].C(=O)([O-])[O-].[K+].[K+].[CH3:22][N:23]([CH3:27])[CH2:24][C:25]#[CH:26], predict the reaction product. The product is: [CH3:22][N:23]([CH3:27])[CH2:24][C:25]#[C:26][C:2]1[CH:7]=[CH:6][N:5]=[CH:4][C:3]=1[NH:8][C:9](=[O:15])[O:10][C:11]([CH3:14])([CH3:13])[CH3:12]. (3) Given the reactants C([O-])([O-])=O.[K+].[K+].Br[CH2:8][C:9]([C:11]1[C:16]([CH3:17])=[CH:15][C:14]([CH3:18])=[CH:13][C:12]=1[CH3:19])=[O:10].[OH:20][C:21]1[CH:22]=[N:23][CH:24]=[CH:25][CH:26]=1, predict the reaction product. The product is: [N:23]1[CH:24]=[CH:25][CH:26]=[C:21]([O:20][CH2:8][C:9]([C:11]2[C:16]([CH3:17])=[CH:15][C:14]([CH3:18])=[CH:13][C:12]=2[CH3:19])=[O:10])[CH:22]=1. (4) Given the reactants [F:1][C:2]([F:11])([F:10])[C:3]1[N:8]=[N:7][C:6]([NH2:9])=[CH:5][CH:4]=1.CC1(C)C2C(=C(P(C3C=CC=CC=3)C3C=CC=CC=3)C=CC=2)OC2C(P(C3C=CC=CC=3)C3C=CC=CC=3)=CC=CC1=2.Br[C:55]1[C:56](=[O:63])[N:57]([CH3:62])[CH:58]=[C:59]([Br:61])[CH:60]=1.C([O-])([O-])=O.[Cs+].[Cs+], predict the reaction product. The product is: [Br:61][C:59]1[CH:60]=[C:55]([NH:9][C:6]2[N:7]=[N:8][C:3]([C:2]([F:1])([F:10])[F:11])=[CH:4][CH:5]=2)[C:56](=[O:63])[N:57]([CH3:62])[CH:58]=1. (5) Given the reactants [F:1][C:2]([F:19])([F:18])[C:3]1[CH:17]=[CH:16][C:6]([O:7][C:8]2[CH:9]=[C:10]([CH2:14]O)[CH:11]=[CH:12][CH:13]=2)=[CH:5][CH:4]=1.S(Cl)([Cl:22])=O, predict the reaction product. The product is: [Cl:22][CH2:14][C:10]1[CH:11]=[CH:12][CH:13]=[C:8]([O:7][C:6]2[CH:16]=[CH:17][C:3]([C:2]([F:19])([F:18])[F:1])=[CH:4][CH:5]=2)[CH:9]=1. (6) Given the reactants [CH2:1]([O:8][N:9]1[C:15](=[O:16])[N:14]2[CH2:17][C@H:10]1[CH2:11][CH2:12][C@H:13]2[C:18]([OH:20])=O)[C:2]1[CH:7]=[CH:6][CH:5]=[CH:4][CH:3]=1.ON1C2C=CC=C[C:25]=2[N:24]=[N:23]1.Cl.[CH2:32](N=C=NCCCN(C)C)C, predict the reaction product. The product is: [CH2:1]([O:8][N:9]1[C:15](=[O:16])[N:14]2[CH2:17][C@H:10]1[CH2:11][CH2:12][C@H:13]2[C:18]([NH:23][N:24]([CH3:25])[CH3:32])=[O:20])[C:2]1[CH:3]=[CH:4][CH:5]=[CH:6][CH:7]=1. (7) Given the reactants [C:1]([O:5][C:6]([NH:8][C@@H:9]([CH3:13])[C:10]([OH:12])=O)=[O:7])([CH3:4])([CH3:3])[CH3:2].Cl.[CH3:15][NH:16][O:17][CH3:18].C1C=NC2N(O)N=NC=2C=1.CCN(CC)CC.CCN=C=NCCCN(C)C, predict the reaction product. The product is: [C:1]([O:5][C:6](=[O:7])[NH:8][C@@H:9]([CH3:13])[C:10]([N:16]([O:17][CH3:18])[CH3:15])=[O:12])([CH3:2])([CH3:3])[CH3:4].